This data is from Full USPTO retrosynthesis dataset with 1.9M reactions from patents (1976-2016). The task is: Predict the reactants needed to synthesize the given product. (1) Given the product [CH3:19][N:20](/[CH:11]=[C:10]1\[C:2](=[O:1])[C:3]2[CH:4]=[N:5][N:6]([C:13]3[CH:18]=[CH:17][CH:16]=[CH:15][CH:14]=3)[C:7]=2[CH2:8][CH2:9]\1)[CH3:21], predict the reactants needed to synthesize it. The reactants are: [O:1]=[C:2]1[CH:10]([CH:11]=O)[CH2:9][CH2:8][C:7]2[N:6]([C:13]3[CH:18]=[CH:17][CH:16]=[CH:15][CH:14]=3)[N:5]=[CH:4][C:3]1=2.[CH3:19][NH:20][CH3:21]. (2) The reactants are: [S:1]1[CH:5]=[CH:4][CH:3]=[C:2]1[S:6]([N:9]1[CH2:14][CH2:13][N:12]([C:15]2[CH:20]=[CH:19][C:18]([C@@:21]([OH:27])([CH3:26])[C:22]([F:25])([F:24])[F:23])=[CH:17][CH:16]=2)[C@H:11]([CH2:28][N:29]2[CH2:33][CH2:32][C@@H:31]([OH:34])[CH2:30]2)[CH2:10]1)(=[O:8])=[O:7].S1C=CC=C1S(N1CCN(C2C=CC([C@](O)(C)C(F)(F)F)=CC=2)[C@@H](CN2CC[C@@H](O)C2)C1)(=O)=O.S1C=CC=C1S(N1CCN(C2C=CC([C@@](O)(C)C(F)(F)F)=CC=2)[C@@H](CN2CC[C@@H](O)C2)C1)(=O)=O.C1N=C(N)C2N=CN([C@@H]3O[C@H](COP(OP(OC[C@H]4O[C@@H](N5C=C(C(N)=O)CC=C5)[C@H](O)[C@@H]4O)(O)=O)(O)=O)[C@@H](O)[C@H]3OP(O)(O)=O)C=2N=1. Given the product [S:1]1[CH:5]=[CH:4][CH:3]=[C:2]1[S:6]([N:9]1[CH2:14][CH2:13][N:12]([C:15]2[CH:16]=[CH:17][C:18]([C@:21]([OH:27])([CH3:26])[C:22]([F:23])([F:24])[F:25])=[CH:19][CH:20]=2)[C@H:11]([CH2:28][N:29]2[CH2:33][CH2:32][C@@H:31]([OH:34])[CH2:30]2)[CH2:10]1)(=[O:7])=[O:8], predict the reactants needed to synthesize it. (3) Given the product [Si:21]([O:1][CH2:2][C:3]1[C:4]2[N:5]([N:9]=[C:10]([C:12]([F:15])([F:14])[F:13])[CH:11]=2)[CH:6]=[CH:7][CH:8]=1)([C:24]([CH3:27])([CH3:26])[CH3:25])([CH3:23])[CH3:22], predict the reactants needed to synthesize it. The reactants are: [OH:1][CH2:2][C:3]1[C:4]2[N:5]([N:9]=[C:10]([C:12]([F:15])([F:14])[F:13])[CH:11]=2)[CH:6]=[CH:7][CH:8]=1.N1C=CN=C1.[Si:21](Cl)([C:24]([CH3:27])([CH3:26])[CH3:25])([CH3:23])[CH3:22]. (4) Given the product [CH3:10][C:4]1[C:5](=[O:6])[NH:17][CH:15]=[N:16][C:3]=1[C:2]([F:13])([F:12])[F:1], predict the reactants needed to synthesize it. The reactants are: [F:1][C:2]([F:13])([F:12])[C:3](=O)[CH:4]([CH3:10])[C:5](OCC)=[O:6].Cl.[CH:15]([NH2:17])=[NH:16].[O-]CC.[Na+].Cl. (5) Given the product [CH2:33]([O:28][C:27](=[O:29])[C@H:26]([OH:30])[CH2:25][N:15]([CH2:14][C:11]1[CH:10]=[CH:9][C:8]([C:4]2[CH:5]=[CH:6][CH:7]=[C:2]([Cl:1])[CH:3]=2)=[CH:13][CH:12]=1)[NH:16][C:17]([C:19]1[O:23][N:22]=[C:21]([OH:24])[CH:20]=1)=[O:18])[CH2:32][CH2:31][CH3:37], predict the reactants needed to synthesize it. The reactants are: [Cl:1][C:2]1[CH:3]=[C:4]([C:8]2[CH:13]=[CH:12][C:11]([CH2:14][N:15]([CH2:25][C@@H:26]([OH:30])[C:27]([OH:29])=[O:28])[NH:16][C:17]([C:19]3[O:23][N:22]=[C:21]([OH:24])[CH:20]=3)=[O:18])=[CH:10][CH:9]=2)[CH:5]=[CH:6][CH:7]=1.[CH2:31](O)[CH2:32][CH3:33].Cl.O1CCOC[CH2:37]1. (6) Given the product [ClH:30].[ClH:30].[C:1]([NH2:3])(=[NH:2])[C:4]1[CH:5]=[CH:6][CH:27]=[CH:28][CH:29]=1, predict the reactants needed to synthesize it. The reactants are: [C:1]([C:4]1[CH:5]=[C:6]([CH:27]=[CH:28][CH:29]=1)OC1C=C(C(N)=O)C=C(O[C:6]2[CH:27]=[CH:28][CH:29]=[C:4]([C:1](=[NH:3])[NH2:2])[CH:5]=2)N=1)(=[NH:3])[NH2:2].[ClH:30]. (7) Given the product [OH:2][C:3]1[CH:8]=[CH:7][C:6]2[C:9]3[N:10]([CH2:21][CH2:22][CH2:23][CH2:24][CH2:25][N:26]4[CH2:31][CH2:30][CH2:29][CH2:28][CH2:27]4)[C:11]4[C:16]([C:17]=3[CH2:18][CH2:19][S:20][C:5]=2[CH:4]=1)=[CH:15][CH:14]=[CH:13][CH:12]=4, predict the reactants needed to synthesize it. The reactants are: C[O:2][C:3]1[CH:8]=[CH:7][C:6]2[C:9]3[N:10]([CH2:21][CH2:22][CH2:23][CH2:24][CH2:25][N:26]4[CH2:31][CH2:30][CH2:29][CH2:28][CH2:27]4)[C:11]4[C:16]([C:17]=3[CH2:18][CH2:19][S:20][C:5]=2[CH:4]=1)=[CH:15][CH:14]=[CH:13][CH:12]=4. (8) Given the product [C:1]1([C:21]2[CH:26]=[CH:25][CH:24]=[CH:23][CH:22]=2)[CH:6]=[CH:5][C:4]([O:7][CH2:8][CH2:9][CH2:10][CH2:11][CH2:12][CH2:13][C:14]([C:16]2[N:17]=[N:18][NH:19][N:20]=2)=[O:15])=[CH:3][CH:2]=1, predict the reactants needed to synthesize it. The reactants are: [C:1]1([C:21]2[CH:26]=[CH:25][CH:24]=[CH:23][CH:22]=2)[CH:6]=[CH:5][C:4]([O:7][CH2:8][CH2:9][CH2:10][CH2:11][CH2:12][CH2:13][CH:14]([C:16]2[N:17]=[N:18][NH:19][N:20]=2)[OH:15])=[CH:3][CH:2]=1.CC(C)=O.OS(O)(=O)=O.O=[Cr](=O)=O.